From a dataset of Full USPTO retrosynthesis dataset with 1.9M reactions from patents (1976-2016). Predict the reactants needed to synthesize the given product. (1) Given the product [Br:1][C:2]1[CH:3]=[C:4]([NH:5][S:21]([C:18]2[CH:19]=[CH:20][C:15]([I:14])=[CH:16][CH:17]=2)(=[O:23])=[O:22])[CH:6]=[CH:7][C:8]=1[O:9][C:10]([F:11])([F:12])[F:13], predict the reactants needed to synthesize it. The reactants are: [Br:1][C:2]1[CH:3]=[C:4]([CH:6]=[CH:7][C:8]=1[O:9][C:10]([F:13])([F:12])[F:11])[NH2:5].[I:14][C:15]1[CH:20]=[CH:19][C:18]([S:21](Cl)(=[O:23])=[O:22])=[CH:17][CH:16]=1. (2) Given the product [CH3:1][O:2][C:3]([C:5]1[CH:25]=[CH:24][C:8]2[N:9]([CH2:27][C:28]3[CH:33]=[CH:32][CH:31]=[C:30]([O:34][CH3:35])[CH:29]=3)[C:10]([C:12](=[O:23])[NH:13][CH:14]3[CH2:19][CH2:18][N:17]([CH:20]([CH3:22])[CH3:21])[CH2:16][CH2:15]3)=[N:11][C:7]=2[CH:6]=1)=[O:4].[CH3:1][O:2][C:3]([C:5]1[CH:25]=[CH:24][C:8]2[N:9]=[C:10]([C:12](=[O:23])[NH:13][CH:14]3[CH2:19][CH2:18][N:17]([CH:20]([CH3:22])[CH3:21])[CH2:16][CH2:15]3)[N:11]([CH2:27][C:28]3[CH:33]=[CH:32][CH:31]=[C:30]([O:34][CH3:35])[CH:29]=3)[C:7]=2[CH:6]=1)=[O:4], predict the reactants needed to synthesize it. The reactants are: [CH3:1][O:2][C:3]([C:5]1[CH:25]=[CH:24][C:8]2[NH:9][C:10]([C:12](=[O:23])[NH:13][CH:14]3[CH2:19][CH2:18][N:17]([CH:20]([CH3:22])[CH3:21])[CH2:16][CH2:15]3)=[N:11][C:7]=2[CH:6]=1)=[O:4].Br[CH2:27][C:28]1[CH:33]=[CH:32][CH:31]=[C:30]([O:34][CH3:35])[CH:29]=1.CC#N.O. (3) Given the product [C:12]([O:11][C:9]([N:27]1[C@H:23]([CH2:22][C:19]2[CH:20]=[CH:21][C:16]([C:29]3[CH:34]=[CH:33][CH:32]=[CH:31][CH:30]=3)=[CH:17][CH:18]=2)[CH2:24][CH2:25][C:26]1=[O:28])=[O:10])([CH3:13])([CH3:14])[CH3:15], predict the reactants needed to synthesize it. The reactants are: [C:12]([O:11][C:9](O[C:9]([O:11][C:12]([CH3:15])([CH3:14])[CH3:13])=[O:10])=[O:10])([CH3:15])([CH3:14])[CH3:13].[C:16]1([C:29]2[CH:34]=[CH:33][CH:32]=[CH:31][CH:30]=2)[CH:21]=[CH:20][C:19]([CH2:22][C@H:23]2[NH:27][C:26](=[O:28])[CH2:25][CH2:24]2)=[CH:18][CH:17]=1. (4) Given the product [F:1][C:2]1[CH:3]=[C:4]2[CH:10]=[C:9]([CH:11]([C:19]3[CH:24]=[CH:23][C:22]([S:25]([CH3:28])(=[O:27])=[O:26])=[CH:21][CH:20]=3)[CH2:12][CH:13]3[CH2:18][CH2:17][O:16][CH2:15][CH2:14]3)[NH:8][C:5]2=[N:6][CH:7]=1, predict the reactants needed to synthesize it. The reactants are: [F:1][C:2]1[CH:3]=[C:4]2[CH:10]=[C:9](/[C:11](/[C:19]3[CH:24]=[CH:23][C:22]([S:25]([CH3:28])(=[O:27])=[O:26])=[CH:21][CH:20]=3)=[CH:12]/[CH:13]3[CH2:18][CH2:17][O:16][CH2:15][CH2:14]3)[NH:8][C:5]2=[N:6][CH:7]=1. (5) Given the product [N:18]1[C:17]2[NH:21][CH:22]=[CH:23][C:16]=2[C:15]([C:13]2[CH:12]=[N:11][N:10]([C:8]3([CH2:32][C:33]#[N:34])[CH2:7][N:6]([S:3]([CH2:1][CH3:2])(=[O:4])=[O:5])[CH2:9]3)[CH:14]=2)=[N:20][CH:19]=1, predict the reactants needed to synthesize it. The reactants are: [CH2:1]([S:3]([N:6]1[CH2:9][C:8]([CH2:32][C:33]#[N:34])([N:10]2[CH:14]=[C:13]([C:15]3[C:16]4[CH:23]=[CH:22][N:21](COCC[Si](C)(C)C)[C:17]=4[N:18]=[CH:19][N:20]=3)[CH:12]=[N:11]2)[CH2:7]1)(=[O:5])=[O:4])[CH3:2].[OH-].[NH4+].